Dataset: Full USPTO retrosynthesis dataset with 1.9M reactions from patents (1976-2016). Task: Predict the reactants needed to synthesize the given product. (1) Given the product [CH3:17][O:18][CH:19]1[CH2:20][CH2:21][N:22]([C:25]2[N:30]=[C:29]([NH:31][C:2]3[N:7]=[CH:6][C:5]4[N:8]=[CH:9][N:10]([CH:11]5[CH2:16][CH2:15][O:14][CH2:13][CH2:12]5)[C:4]=4[CH:3]=3)[CH:28]=[CH:27][N:26]=2)[CH2:23][CH2:24]1, predict the reactants needed to synthesize it. The reactants are: Cl[C:2]1[N:7]=[CH:6][C:5]2[N:8]=[CH:9][N:10]([CH:11]3[CH2:16][CH2:15][O:14][CH2:13][CH2:12]3)[C:4]=2[CH:3]=1.[CH3:17][O:18][CH:19]1[CH2:24][CH2:23][N:22]([C:25]2[N:30]=[C:29]([NH2:31])[CH:28]=[CH:27][N:26]=2)[CH2:21][CH2:20]1.CC(C1C=C(C(C)C)C(C2C=CC=CC=2P(C2CCCCC2)C2CCCCC2)=C(C(C)C)C=1)C.C([O-])([O-])=O.[Cs+].[Cs+]. (2) The reactants are: [CH:1]([C:3]1[CH:4]=[CH:5][C:6]2[CH2:7][C@H:8]3[N:19]([C:20]([O:22][C:23]([CH3:26])([CH3:25])[CH3:24])=[O:21])[CH2:18][CH2:17][C@@:14]4([C:15]=2[CH:16]=1)[C@H:9]3[CH2:10][CH2:11][CH2:12][CH2:13]4)=[CH2:2].[OH2:27].C[N+]1([O-])CC[O:32]CC1.[O-]S([O-])=O.[Na+].[Na+]. Given the product [OH:27][CH:1]([C:3]1[CH:4]=[CH:5][C:6]2[CH2:7][C@H:8]3[N:19]([C:20]([O:22][C:23]([CH3:26])([CH3:25])[CH3:24])=[O:21])[CH2:18][CH2:17][C@@:14]4([C:15]=2[CH:16]=1)[C@H:9]3[CH2:10][CH2:11][CH2:12][CH2:13]4)[CH2:2][OH:32], predict the reactants needed to synthesize it. (3) Given the product [C:14]([C:4]1[CH:5]=[CH:6][CH:7]=[CH:8][CH:9]=1)(=[O:21])[C:15]1[CH:20]=[CH:19][CH:18]=[CH:17][CH:16]=1, predict the reactants needed to synthesize it. The reactants are: II.Br[C:4]1[CH:9]=[CH:8][C:7](Cl)=[C:6](OCC)[CH:5]=1.[C:14](Cl)(=[O:21])[C:15]1[CH:20]=[CH:19][CH:18]=[CH:17][CH:16]=1. (4) Given the product [Cl:1][C:2]1[CH:3]=[C:4]([N:9]2[CH:13]([O:19][CH2:16][N:29]3[CH2:30][CH2:31][CH2:26][CH2:27][CH2:28]3)[N:12]=[C:11]([CH3:32])[NH:10]2)[CH:5]=[CH:6][C:7]=1[Cl:8], predict the reactants needed to synthesize it. The reactants are: [Cl:1][C:2]1[CH:3]=[C:4]([N:9]2[C:13](C)=[N:12][C:11](O)=[N:10]2)[CH:5]=[CH:6][C:7]=1[Cl:8].[C:16](=[O:19])([O-])[O-].[K+].[K+].Cl.ClCC[CH:26]1[CH2:31][CH2:30][NH:29][CH2:28][CH2:27]1.[CH3:32]O. (5) The reactants are: [NH2:1][C:2]1[C:3]([NH:11][C@H:12]2[CH2:17][CH2:16][C@H:15]([CH2:18][C:19]#[N:20])[C@H:14]([O:21][CH3:22])[CH2:13]2)=[C:4]2[S:10][CH:9]=[CH:8][C:5]2=[N:6][CH:7]=1.[C:23](OCC)(OCC)(OCC)[CH3:24].C(O)(=O)C. Given the product [CH3:22][O:21][C@@H:14]1[CH2:13][C@@H:12]([N:11]2[C:3]3=[C:4]4[S:10][CH:9]=[CH:8][C:5]4=[N:6][CH:7]=[C:2]3[N:1]=[C:23]2[CH3:24])[CH2:17][CH2:16][C@@H:15]1[CH2:18][C:19]#[N:20], predict the reactants needed to synthesize it. (6) Given the product [CH2:6]1[C:1]2[NH:7][C:6]3[C:1](=[CH:2][CH:3]=[CH:4][CH:5]=3)[C:2]=2[CH2:3][CH2:4][CH2:5]1, predict the reactants needed to synthesize it. The reactants are: [C:1]1([NH:7]N)[CH:6]=[CH:5][CH:4]=[CH:3][CH:2]=1.